From a dataset of Full USPTO retrosynthesis dataset with 1.9M reactions from patents (1976-2016). Predict the reactants needed to synthesize the given product. (1) Given the product [Cl:1][C:2]1[CH:7]=[C:6]([Cl:8])[C:5]([CH3:9])=[CH:4][C:3]=1[C:10]1([C:11]#[N:12])[CH2:15][CH2:14]1, predict the reactants needed to synthesize it. The reactants are: [Cl:1][C:2]1[CH:7]=[C:6]([Cl:8])[C:5]([CH3:9])=[CH:4][C:3]=1[CH2:10][C:11]#[N:12].Br[CH2:14][CH2:15]Br.[OH-].[Na+]. (2) Given the product [Cl:16][C:17]1[CH:18]=[CH:19][C:20]([C:23]2([CH3:49])[C:27]([C:29]3[CH:30]=[CH:31][C:32]([Cl:35])=[CH:33][CH:34]=3)([CH3:28])[NH:26][C:25]([C:36]3[CH:41]=[CH:40][C:39]([CH:42]([CH3:44])[CH3:43])=[CH:38][C:37]=3[O:46][CH2:47][CH3:48])=[N:24]2)=[CH:21][CH:22]=1, predict the reactants needed to synthesize it. The reactants are: C(OC1C=C(C(C)C)C=CC=1C(Cl)=O)C.[Cl:16][C:17]1[CH:22]=[CH:21][C:20]([C:23]2([CH3:49])[C:27]([C:29]3[CH:34]=[CH:33][C:32]([Cl:35])=[CH:31][CH:30]=3)([CH3:28])[NH:26][C:25]([C:36]3[CH:41]=[CH:40][C:39]([C:42](C)([CH3:44])[CH3:43])=[CH:38][C:37]=3[O:46][CH2:47][CH3:48])=[N:24]2)=[CH:19][CH:18]=1. (3) Given the product [CH3:9][C:8]1[N:7]=[C:6]2[N:10]=[C:11]([N:13]3[CH:19]4[CH2:20][CH2:21][N:16]([CH2:17][CH2:18]4)[CH2:15][CH2:14]3)[O:12][C:5]2=[CH:4][C:3]=1[CH3:22], predict the reactants needed to synthesize it. The reactants are: Cl.Br[C:3]1[CH:4]=[C:5]2[O:12][C:11]([N:13]3[CH:19]4[CH2:20][CH2:21][N:16]([CH2:17][CH2:18]4)[CH2:15][CH2:14]3)=[N:10][C:6]2=[N:7][C:8]=1[CH3:9].[CH2:22](Cl)Cl.[Zn](C)C. (4) Given the product [CH:1]1([C:4]2[N:9]=[C:8]([C:10]3[C:18]4[C:13](=[CH:14][CH:15]=[C:16]([C:19]5[O:23][C:22]([NH2:24])=[N:21][N:20]=5)[CH:17]=4)[N:12]([S:34]([C:37]4[CH:38]=[CH:39][C:40]([CH3:41])=[CH:42][CH:43]=4)(=[O:36])=[O:35])[CH:11]=3)[CH:7]=[N:6][CH:5]=2)[CH2:2][CH2:3]1, predict the reactants needed to synthesize it. The reactants are: [CH:1]1([C:4]2[N:9]=[C:8]([C:10]3[C:18]4[C:13](=[CH:14][CH:15]=[C:16]([C:19]5[O:23][C:22]([NH:24]CC6C=CC(OC)=CC=6)=[N:21][N:20]=5)[CH:17]=4)[N:12]([S:34]([C:37]4[CH:43]=[CH:42][C:40]([CH3:41])=[CH:39][CH:38]=4)(=[O:36])=[O:35])[CH:11]=3)[CH:7]=[N:6][CH:5]=2)[CH2:3][CH2:2]1.